From a dataset of Forward reaction prediction with 1.9M reactions from USPTO patents (1976-2016). Predict the product of the given reaction. (1) Given the reactants Cl[C:2]([O:4][CH:5]([Cl:7])[CH3:6])=[O:3].[CH3:8][O:9][C:10]1[CH:11]=[C:12]2[C:17](=[CH:18][CH:19]=1)[CH:16]=[C:15]([CH:20]([CH3:30])[C:21]([O:23][CH2:24][CH2:25][S:26][CH2:27][CH2:28][OH:29])=[O:22])[CH:14]=[CH:13]2.N1C=CC=CC=1, predict the reaction product. The product is: [CH3:8][O:9][C:10]1[CH:11]=[C:12]2[C:17](=[CH:18][CH:19]=1)[CH:16]=[C:15]([C@H:20]([CH3:30])[C:21]([O:23][CH2:24][CH2:25][S:26][CH2:27][CH2:28][O:29][C:2]([O:4][CH:5]([Cl:7])[CH3:6])=[O:3])=[O:22])[CH:14]=[CH:13]2. (2) Given the reactants [NH2:1][C:2]1[CH:22]=[CH:21][C:5]([CH2:6][O:7][C:8]2[CH:13]=[CH:12][C:11]([C:14](=[O:16])[CH3:15])=[C:10]([OH:17])[C:9]=2[CH2:18][CH2:19][CH3:20])=[CH:4][CH:3]=1.[N:23]([C:26]1[CH:27]=[C:28]([CH:34]=[CH:35][CH:36]=1)[C:29]([O:31][CH2:32][CH3:33])=[O:30])=[C:24]=[O:25], predict the reaction product. The product is: [CH2:32]([O:31][C:29](=[O:30])[C:28]1[CH:34]=[CH:35][CH:36]=[C:26]([NH:23][C:24]([NH:1][C:2]2[CH:22]=[CH:21][C:5]([CH2:6][O:7][C:8]3[CH:13]=[CH:12][C:11]([C:14](=[O:16])[CH3:15])=[C:10]([OH:17])[C:9]=3[CH2:18][CH2:19][CH3:20])=[CH:4][CH:3]=2)=[O:25])[CH:27]=1)[CH3:33]. (3) The product is: [C:1]([O:5][C:6](=[O:21])[CH2:7][C@@H:8]([CH2:12][CH2:13][CH2:14][CH:15]1[CH2:16][CH2:17][CH2:18][CH2:19][CH2:20]1)[C:9]([OH:11])=[O:10])([CH3:4])([CH3:2])[CH3:3]. Given the reactants [C:1]([O:5][C:6](=[O:21])[CH2:7][C@@H:8]([CH2:12][CH2:13][CH2:14][C:15]1[CH:20]=[CH:19][CH:18]=[CH:17][CH:16]=1)[C:9]([OH:11])=[O:10])([CH3:4])([CH3:3])[CH3:2].[H][H], predict the reaction product. (4) Given the reactants [Cl:1][C:2]1[CH:30]=[C:29]([Cl:31])[C:28]([O:32][CH3:33])=[CH:27][C:3]=1[NH:4][C:5]1[C:14]2[C:9](=[CH:10][C:11]3[CH:18]=[C:17]([O:19][CH2:20][CH2:21]Cl)[C:16]([O:23][CH3:24])=[CH:15][C:12]=3[CH:13]=2)[N:8]=[CH:7][C:6]=1[C:25]#[N:26].[Cl:34][C:35]1[CH:63]=[C:62]([Cl:64])[C:61]([O:65][CH3:66])=[CH:60][C:36]=1[NH:37][C:38]1[C:47]2[C:42](=[CH:43][C:44]3[CH:51]=[C:50]([O:52][CH3:53])[C:49]([O:54][CH2:55][CH2:56]Cl)=[CH:48][C:45]=3[CH:46]=2)[N:41]=[CH:40][C:39]=1[C:58]#[N:59].[NH:67]1[CH2:72][CH2:71][O:70][CH2:69][CH2:68]1.[I-].[Na+], predict the reaction product. The product is: [Cl:34][C:35]1[CH:63]=[C:62]([Cl:64])[C:61]([O:65][CH3:66])=[CH:60][C:36]=1[NH:37][C:38]1[C:47]2[C:42](=[CH:43][C:44]3[CH:51]=[C:50]([O:52][CH3:53])[C:49]([O:54][CH2:55][CH2:56][N:67]4[CH2:72][CH2:71][O:70][CH2:69][CH2:68]4)=[CH:48][C:45]=3[CH:46]=2)[N:41]=[CH:40][C:39]=1[C:58]#[N:59].[Cl:1][C:2]1[CH:30]=[C:29]([Cl:31])[C:28]([O:32][CH3:33])=[CH:27][C:3]=1[NH:4][C:5]1[C:14]2[C:9](=[CH:10][C:11]3[CH:18]=[C:17]([O:19][CH2:20][CH2:21][N:67]4[CH2:72][CH2:71][O:70][CH2:69][CH2:68]4)[C:16]([O:23][CH3:24])=[CH:15][C:12]=3[CH:13]=2)[N:8]=[CH:7][C:6]=1[C:25]#[N:26]. (5) Given the reactants [CH3:1][C:2]1[O:6][C:5]([C:7]2[CH:12]=[CH:11][CH:10]=[CH:9][CH:8]=2)=[N:4][C:3]=1[CH2:13][O:14][C:15]1[CH:38]=[CH:37][C:18]([CH2:19][O:20][C:21]2[C:25]([CH2:26][C:27]([O:29]C)=[O:28])=[CH:24][N:23]([C:31]3[CH:36]=[CH:35][CH:34]=[CH:33][CH:32]=3)[N:22]=2)=[CH:17][CH:16]=1.[OH-].[Na+].O1CCCC1.Cl, predict the reaction product. The product is: [CH3:1][C:2]1[O:6][C:5]([C:7]2[CH:8]=[CH:9][CH:10]=[CH:11][CH:12]=2)=[N:4][C:3]=1[CH2:13][O:14][C:15]1[CH:16]=[CH:17][C:18]([CH2:19][O:20][C:21]2[C:25]([CH2:26][C:27]([OH:29])=[O:28])=[CH:24][N:23]([C:31]3[CH:32]=[CH:33][CH:34]=[CH:35][CH:36]=3)[N:22]=2)=[CH:37][CH:38]=1. (6) Given the reactants [Br:1][C:2]1[CH:7]=[C:6]([NH2:8])[CH:5]=[C:4]([O:9][CH3:10])[N:3]=1.[OH:11][C:12]1[CH:19]=[CH:18][CH:17]=[CH:16][C:13]=1[CH:14]=O.C(O)(=O)C.C(O[BH-](OC(=O)C)OC(=O)C)(=O)C.[Na+], predict the reaction product. The product is: [Br:1][C:2]1[CH:7]=[C:6]([NH:8][CH2:14][C:13]2[CH:16]=[CH:17][CH:18]=[CH:19][C:12]=2[OH:11])[CH:5]=[C:4]([O:9][CH3:10])[N:3]=1. (7) The product is: [Br:1][C:2]1[CH:7]=[C:6]([NH2:8])[CH:5]=[CH:4][C:3]=1[CH2:11][CH3:12]. Given the reactants [Br:1][C:2]1[CH:7]=[C:6]([N+:8]([O-])=O)[CH:5]=[CH:4][C:3]=1[CH2:11][CH3:12], predict the reaction product. (8) Given the reactants [C:1]([O:5][C:6](=[O:23])[NH:7][C@H:8]1[CH2:13][C:12](=[O:14])[CH2:11][S:10][C@@H:9]1[C:15]1[CH:20]=[C:19]([F:21])[CH:18]=[CH:17][C:16]=1[F:22])([CH3:4])([CH3:3])[CH3:2].[C:24](=O)([O-])N, predict the reaction product. The product is: [C:1]([O:5][C:6](=[O:23])[NH:7][C@H:8]1[CH2:13][C:12](=[O:14])[CH2:11][CH2:24][S:10][C@@H:9]1[C:15]1[CH:20]=[C:19]([F:21])[CH:18]=[CH:17][C:16]=1[F:22])([CH3:4])([CH3:2])[CH3:3].